The task is: Regression. Given two drug SMILES strings and cell line genomic features, predict the synergy score measuring deviation from expected non-interaction effect.. This data is from NCI-60 drug combinations with 297,098 pairs across 59 cell lines. Drug 1: C1C(C(OC1N2C=NC3=C(N=C(N=C32)Cl)N)CO)O. Drug 2: C1CC(C1)(C(=O)O)C(=O)O.[NH2-].[NH2-].[Pt+2]. Cell line: ACHN. Synergy scores: CSS=68.3, Synergy_ZIP=-3.90, Synergy_Bliss=-2.46, Synergy_Loewe=-0.271, Synergy_HSA=2.10.